Dataset: Forward reaction prediction with 1.9M reactions from USPTO patents (1976-2016). Task: Predict the product of the given reaction. (1) Given the reactants [Si]([O:8][C@H:9]1[CH2:13][CH2:12][N:11]([CH2:14][C@@H:15]([N:26]([CH3:37])[C:27](=[O:36])[O:28][CH2:29][C:30]2[CH:35]=[CH:34][CH:33]=[CH:32][CH:31]=2)[C:16]2[CH:21]=[CH:20][CH:19]=[C:18]([C:22](=[NH:25])[NH:23][OH:24])[CH:17]=2)[CH2:10]1)(C(C)(C)C)(C)C.[C:38](OC(=O)C)(=O)[CH3:39].CCCC[N+](CCCC)(CCCC)CCCC.[F-], predict the reaction product. The product is: [CH2:29]([O:28][C:27](=[O:36])[N:26]([C@@H:15]([C:16]1[CH:21]=[CH:20][CH:19]=[C:18]([C:22]2[N:25]=[C:38]([CH3:39])[O:24][N:23]=2)[CH:17]=1)[CH2:14][N:11]1[CH2:12][CH2:13][C@H:9]([OH:8])[CH2:10]1)[CH3:37])[C:30]1[CH:35]=[CH:34][CH:33]=[CH:32][CH:31]=1. (2) Given the reactants CON(C)[C:4]([C:6]1[N:7]=[CH:8][N:9]([C:11]2[CH:16]=[CH:15][CH:14]=[C:13]([C:17]3[C:18]([Cl:23])=[N:19][CH:20]=[CH:21][CH:22]=3)[CH:12]=2)[CH:10]=1)=[O:5].Br[C:26]1[CH:31]=[CH:30][CH:29]=[CH:28][N:27]=1, predict the reaction product. The product is: [Cl:23][C:18]1[C:17]([C:13]2[CH:12]=[C:11]([N:9]3[CH:10]=[C:6]([C:4]([C:26]4[CH:31]=[CH:30][CH:29]=[CH:28][N:27]=4)=[O:5])[N:7]=[CH:8]3)[CH:16]=[CH:15][CH:14]=2)=[CH:22][CH:21]=[CH:20][N:19]=1. (3) Given the reactants [I:1]N1C(=O)CCC1=O.[CH3:9][S:10][C:11]1[N:12]=[CH:13][N:14]2[CH:18]=[CH:17][S:16][C:15]=12, predict the reaction product. The product is: [I:1][C:13]1[N:14]2[C:15]([S:16][CH:17]=[CH:18]2)=[C:11]([S:10][CH3:9])[N:12]=1.